Predict the reaction yield, written as a fraction of the theoretical maximum amount of product (1.0 means a 100% yield; for example, 0.34 means a 34% yield). From a dataset of Reaction yield outcomes from USPTO patents with 853,638 reactions. (1) The reactants are [CH3:1][C:2]([C:13]1[CH:18]=[CH:17][C:16]([N+:19]([O-])=O)=[CH:15][CH:14]=1)([CH3:12])[CH2:3][NH:4][C:5](=[O:11])[O:6][C:7]([CH3:10])([CH3:9])[CH3:8].C([O-])=O.[NH4+]. The catalyst is CCO.[Pd]. The product is [CH3:12][C:2]([C:13]1[CH:18]=[CH:17][C:16]([NH2:19])=[CH:15][CH:14]=1)([CH3:1])[CH2:3][NH:4][C:5](=[O:11])[O:6][C:7]([CH3:8])([CH3:9])[CH3:10]. The yield is 0.830. (2) The reactants are F[C:2]1[CH:7]=[CH:6][CH:5]=[CH:4][C:3]=1[CH2:8][C:9](=[O:15])[C:10]([O:12][CH2:13][CH3:14])=[O:11].[F:16][C:17]([F:27])([F:26])C1C=C(C=CC=1)CBr.[Mg].C(OCC)(=O)C(OCC)=O. No catalyst specified. The product is [F:16][C:17]([F:27])([F:26])[C:7]1[CH:2]=[C:3]([CH2:8][C:9](=[O:15])[C:10]([O:12][CH2:13][CH3:14])=[O:11])[CH:4]=[CH:5][CH:6]=1. The yield is 0.780.